Dataset: Forward reaction prediction with 1.9M reactions from USPTO patents (1976-2016). Task: Predict the product of the given reaction. (1) Given the reactants Br[C:2]1[CH:3]=[C:4]2[C:8](=[C:9]([C:11]([NH2:13])=[O:12])[CH:10]=1)[NH:7][CH:6]=[C:5]2[CH:14]1[CH2:19][CH2:18][S:17](=[O:21])(=[O:20])[C:16]([CH3:23])([CH3:22])[CH2:15]1.O1CCOCC1.[S:30]1[CH:34]=[CH:33][C:32](B(O)O)=[CH:31]1.C([O-])([O-])=O.[K+].[K+], predict the reaction product. The product is: [CH3:22][C:16]1([CH3:23])[CH2:15][CH:14]([C:5]2[C:4]3[C:8](=[C:9]([C:11]([NH2:13])=[O:12])[CH:10]=[C:2]([C:32]4[CH:33]=[CH:34][S:30][CH:31]=4)[CH:3]=3)[NH:7][CH:6]=2)[CH2:19][CH2:18][S:17]1(=[O:21])=[O:20]. (2) Given the reactants [F:1][C:2]1[CH:7]=[CH:6][CH:5]=[CH:4][C:3]=1[C:8]1[C:16]2[C:11](=[N:12][C:13]([O:21][CH2:22][C:23]([O:25]CC)=[O:24])=[CH:14][C:15]=2[C:17]([F:20])([F:19])[F:18])[N:10]([CH3:28])[N:9]=1.C1COCC1.O[Li].O.Cl, predict the reaction product. The product is: [F:1][C:2]1[CH:7]=[CH:6][CH:5]=[CH:4][C:3]=1[C:8]1[C:16]2[C:11](=[N:12][C:13]([O:21][CH2:22][C:23]([OH:25])=[O:24])=[CH:14][C:15]=2[C:17]([F:20])([F:19])[F:18])[N:10]([CH3:28])[N:9]=1. (3) Given the reactants [SH:1][C:2]1[N:7]=[CH:6][CH:5]=[CH:4][N:3]=1.[CH3:8][O:9][C:10]1[CH:15]=[CH:14][C:13]([C:16]2[CH:21]=[CH:20][C:19]([S:22]([NH:25][CH:26]([CH2:31][CH:32]3[O:34][CH2:33]3)[C:27]([O:29]C)=[O:28])(=[O:24])=[O:23])=[CH:18][CH:17]=2)=[CH:12][CH:11]=1, predict the reaction product. The product is: [CH3:8][O:9][C:10]1[CH:11]=[CH:12][C:13]([C:16]2[CH:17]=[CH:18][C:19]([S:22]([NH:25][CH:26]([CH2:31][CH:32]([OH:34])[CH2:33][S:1][C:2]3[N:7]=[CH:6][CH:5]=[CH:4][N:3]=3)[C:27]([OH:29])=[O:28])(=[O:23])=[O:24])=[CH:20][CH:21]=2)=[CH:14][CH:15]=1. (4) Given the reactants [N+:1]([C:4]1[C:9]([N+:10]([O-:12])=[O:11])=[CH:8][CH:7]=[CH:6][C:5]=1[OH:13])([O-:3])=[O:2].IC.[C:16]([O-])([O-])=O.[K+].[K+], predict the reaction product. The product is: [N+:1]([C:4]1[C:9]([N+:10]([O-:12])=[O:11])=[CH:8][CH:7]=[CH:6][C:5]=1[O:13][CH3:16])([O-:3])=[O:2]. (5) Given the reactants [OH-].[Na+:2].C([O:5][C:6](=[O:49])[CH2:7][CH2:8][CH2:9][NH:10][C@H:11]([C:43]1[CH:48]=[CH:47][CH:46]=[CH:45][CH:44]=1)[CH2:12][N:13]1[C:18](=[O:19])[C:17]([C:20]2[CH:25]=[CH:24][CH:23]=[C:22]([O:26][CH3:27])[C:21]=2[Cl:28])=[C:16]([CH3:29])[N:15]([CH2:30][C:31]2[C:36]([C:37]([F:40])([F:39])[F:38])=[CH:35][CH:34]=[CH:33][C:32]=2[F:41])[C:14]1=[O:42])C.O, predict the reaction product. The product is: [Na+:2].[Cl:28][C:21]1[C:22]([O:26][CH3:27])=[CH:23][CH:24]=[CH:25][C:20]=1[C:17]1[C:18](=[O:19])[N:13]([CH2:12][C@H:11]([NH:10][CH2:9][CH2:8][CH2:7][C:6]([O-:49])=[O:5])[C:43]2[CH:44]=[CH:45][CH:46]=[CH:47][CH:48]=2)[C:14](=[O:42])[N:15]([CH2:30][C:31]2[C:36]([C:37]([F:40])([F:38])[F:39])=[CH:35][CH:34]=[CH:33][C:32]=2[F:41])[C:16]=1[CH3:29]. (6) Given the reactants [Cl:1][C:2]1[N:7]=[N:6][C:5]([C:8](OCC)=[O:9])=[C:4]([NH:13][C:14]2[C:22]3[N:21]=[CH:20][N:19]([CH3:23])[C:18]=3[CH:17]=[CH:16][CH:15]=2)[CH:3]=1.[NH3:24], predict the reaction product. The product is: [Cl:1][C:2]1[N:7]=[N:6][C:5]([C:8]([NH2:24])=[O:9])=[C:4]([NH:13][C:14]2[C:22]3[N:21]=[CH:20][N:19]([CH3:23])[C:18]=3[CH:17]=[CH:16][CH:15]=2)[CH:3]=1. (7) Given the reactants I[C:2]1[CH:3]=[C:4]([N:9]([CH2:15][C:16]2[CH:17]=[N:18][CH:19]=[CH:20][CH:21]=2)[S:10]([CH2:13][CH3:14])(=[O:12])=[O:11])[CH:5]=[CH:6][C:7]=1[CH3:8].[C:22]([C:26]1[CH:31]=[CH:30][C:29]([OH:32])=[CH:28][CH:27]=1)([CH3:25])([CH3:24])[CH3:23], predict the reaction product. The product is: [C:22]([C:26]1[CH:27]=[CH:28][C:29]([O:32][C:2]2[CH:3]=[C:4]([N:9]([CH2:15][C:16]3[CH:17]=[N:18][CH:19]=[CH:20][CH:21]=3)[S:10]([CH2:13][CH3:14])(=[O:12])=[O:11])[CH:5]=[CH:6][C:7]=2[CH3:8])=[CH:30][CH:31]=1)([CH3:25])([CH3:23])[CH3:24]. (8) Given the reactants [C:1]([O:5][C:6]([NH:8][C@H:9]([C:30]([O:32][CH3:33])=[O:31])[CH2:10][C:11]1[CH:16]=[CH:15][C:14]([CH2:17][CH2:18][CH2:19][C:20]2[CH:29]=[CH:28][C:27]3[C:22](=[N:23][CH:24]=[CH:25][CH:26]=3)[N:21]=2)=[CH:13][N:12]=1)=[O:7])([CH3:4])([CH3:3])[CH3:2], predict the reaction product. The product is: [C:1]([O:5][C:6]([NH:8][C@H:9]([C:30]([O:32][CH3:33])=[O:31])[CH2:10][C:11]1[CH:16]=[CH:15][C:14]([CH2:17][CH2:18][CH2:19][C:20]2[CH:29]=[CH:28][C:27]3[CH2:26][CH2:25][CH2:24][NH:23][C:22]=3[N:21]=2)=[CH:13][N:12]=1)=[O:7])([CH3:4])([CH3:3])[CH3:2]. (9) Given the reactants Br[C:2]1[CH:7]=[CH:6][C:5]([C:8]2([N:11]([CH2:15][CH2:16][CH3:17])[CH2:12][CH2:13][CH3:14])[CH2:10][CH2:9]2)=[CH:4][CH:3]=1.[CH3:18][Si:19]([C:22]#[CH:23])([CH3:21])[CH3:20], predict the reaction product. The product is: [CH2:12]([N:11]([CH2:15][CH2:16][CH3:17])[C:8]1([C:5]2[CH:6]=[CH:7][C:2]([C:23]#[C:22][Si:19]([CH3:21])([CH3:20])[CH3:18])=[CH:3][CH:4]=2)[CH2:10][CH2:9]1)[CH2:13][CH3:14]. (10) The product is: [CH3:1][N:2]1[CH:7]=[CH:6][C:5]([C:8]2[CH:9]=[N:10][C:11]([CH:14]3[CH2:18][CH2:17][N:16]([C:19]([O:21][CH:22]4[CH:23]5[CH2:24][C:25]6([C:32]([OH:34])=[O:33])[CH2:26][CH:27]([CH2:28][CH:29]4[CH2:30]6)[CH2:31]5)=[O:20])[CH2:15]3)=[N:12][CH:13]=2)=[CH:4][C:3]1=[O:36]. Given the reactants [CH3:1][N:2]1[CH:7]=[CH:6][C:5]([C:8]2[CH:9]=[N:10][C:11]([CH:14]3[CH2:18][CH2:17][N:16]([C:19]([O:21][CH:22]4[CH:29]5[CH2:30][C:25]6([C:32]([O:34]C)=[O:33])[CH2:26][CH:27]([CH2:31][CH:23]4[CH2:24]6)[CH2:28]5)=[O:20])[CH2:15]3)=[N:12][CH:13]=2)=[CH:4][C:3]1=[O:36].O.[Li+].[OH-].Cl, predict the reaction product.